From a dataset of Full USPTO retrosynthesis dataset with 1.9M reactions from patents (1976-2016). Predict the reactants needed to synthesize the given product. Given the product [CH:10]([C:13]1[CH:18]=[CH:17][C:16]([C:2]2[CH:9]=[CH:8][CH:7]=[CH:6][C:3]=2[CH2:4][OH:5])=[CH:15][CH:14]=1)([CH3:12])[CH3:11], predict the reactants needed to synthesize it. The reactants are: Br[C:2]1[CH:9]=[CH:8][CH:7]=[CH:6][C:3]=1[CH2:4][OH:5].[CH:10]([C:13]1[CH:18]=[CH:17][C:16](B(O)O)=[CH:15][CH:14]=1)([CH3:12])[CH3:11].[O-]P([O-])([O-])=O.[K+].[K+].[K+].